From a dataset of Forward reaction prediction with 1.9M reactions from USPTO patents (1976-2016). Predict the product of the given reaction. (1) Given the reactants [CH2:1]([Si:5]([CH3:17])([CH3:16])N(C)[Si](C)(CCCC)N[SiH3])[CH2:2][CH2:3][CH3:4].[F:18][C:19]([F:30])([F:29])[C:20]([O:22]C(=O)C(F)(F)F)=[O:21], predict the reaction product. The product is: [F:18][C:19]([F:30])([F:29])[C:20]([O:22][Si:5]([CH2:1][CH2:2][CH2:3][CH3:4])([CH3:16])[CH3:17])=[O:21]. (2) Given the reactants [CH3:1][C:2]1[O:3][C:4]([C@@H:7]2[CH2:12][CH2:11][CH2:10][CH2:9][NH:8]2)=[N:5][N:6]=1.[C:13](OC(N1CCC(CCC(O)=O)CC1)=O)(C)(C)[CH3:14].C(NN)(=O)C, predict the reaction product. The product is: [CH3:1][C:2]1[O:3][C:4]([CH2:7][CH2:12][CH:11]2[CH2:14][CH2:13][NH:8][CH2:9][CH2:10]2)=[N:5][N:6]=1. (3) Given the reactants O=[C:2]([C:10]1[CH:15]=[CH:14][C:13]([C:16]2[CH:21]=[CH:20][CH:19]=[CH:18][CH:17]=2)=[CH:12][CH:11]=1)[CH2:3][CH2:4][CH2:5][CH2:6][C:7]([OH:9])=[O:8].C([SiH](CC)CC)C, predict the reaction product. The product is: [C:16]1([C:13]2[CH:14]=[CH:15][C:10]([CH2:2][CH2:3][CH2:4][CH2:5][CH2:6][C:7]([OH:9])=[O:8])=[CH:11][CH:12]=2)[CH:17]=[CH:18][CH:19]=[CH:20][CH:21]=1. (4) Given the reactants [Cl:1][C:2]1[C:3]([O:14][CH3:15])=[C:4]([N+:11]([O-:13])=[O:12])[C:5]([F:10])=[C:6]([CH:9]=1)[CH:7]=[O:8].[BH4-].[Na+].Cl, predict the reaction product. The product is: [Cl:1][C:2]1[C:3]([O:14][CH3:15])=[C:4]([N+:11]([O-:13])=[O:12])[C:5]([F:10])=[C:6]([CH2:7][OH:8])[CH:9]=1. (5) The product is: [CH3:2][O:3][C:4](=[O:30])[C@@H:5]([NH:8][C:9]([C:11]1[C:12]([CH3:29])=[N:13][C:14]([NH:18][CH2:19][CH2:20][CH2:21][C:22]2[CH:27]=[CH:26][CH:25]=[C:24]([OH:28])[CH:23]=2)=[N:15][C:16]=1[CH3:17])=[O:10])[CH2:6][NH:7][C:32]([O:34][CH3:35])=[O:33]. Given the reactants Cl.[CH3:2][O:3][C:4](=[O:30])[C@@H:5]([NH:8][C:9]([C:11]1[C:12]([CH3:29])=[N:13][C:14]([NH:18][CH2:19][CH2:20][CH2:21][C:22]2[CH:27]=[CH:26][CH:25]=[C:24]([OH:28])[CH:23]=2)=[N:15][C:16]=1[CH3:17])=[O:10])[CH2:6][NH2:7].Cl[C:32]([O:34][CH3:35])=[O:33].C(N(CC)CC)C.CN(C=O)C, predict the reaction product.